The task is: Predict the product of the given reaction.. This data is from Forward reaction prediction with 1.9M reactions from USPTO patents (1976-2016). (1) Given the reactants CC(C)([O-])C.[K+].[F:7]/[C:8](/[C:21]1[CH:25]=[C:24]([CH3:26])[NH:23][N:22]=1)=[CH:9]\[C:10]1[CH:15]=[CH:14][C:13]([O:16][C:17]([F:20])([F:19])[F:18])=[CH:12][CH:11]=1.Cl[CH2:28][C:29]1[CH:34]=[CH:33][N:32]=[C:31]([N:35]2[CH2:40][CH2:39][N:38]([CH:41]3[CH2:43][CH2:42]3)[CH2:37][CH2:36]2)[CH:30]=1.[Cl-].[Na+], predict the reaction product. The product is: [CH:41]1([N:38]2[CH2:37][CH2:36][N:35]([C:31]3[CH:30]=[C:29]([CH2:28][N:23]4[C:24]([CH3:26])=[CH:25][C:21](/[C:8](/[F:7])=[CH:9]/[C:10]5[CH:11]=[CH:12][C:13]([O:16][C:17]([F:20])([F:19])[F:18])=[CH:14][CH:15]=5)=[N:22]4)[CH:34]=[CH:33][N:32]=3)[CH2:40][CH2:39]2)[CH2:43][CH2:42]1. (2) The product is: [F:46][C:47]1[CH:52]=[C:51]([C:31]2[CH:36]=[CH:35][N:34]=[C:33]3[NH:37][C:38]([C:40]4[CH:41]=[N:42][N:43]([CH3:45])[CH:44]=4)=[N:39][C:32]=23)[CH:50]=[CH:49][C:48]=1[C:62]([NH:65][C:66](=[O:67])[C:68]([NH2:69])=[O:72])([CH3:64])[CH3:63]. Given the reactants CC1C=C(C2C=CN=C3NC(C4C=NN(C)C=4)=NC=23)C=CC=1CNC(=O)C(N)=O.Br[C:31]1[CH:36]=[CH:35][N:34]=[C:33]2[NH:37][C:38]([C:40]3[CH:41]=[N:42][N:43]([CH3:45])[CH:44]=3)=[N:39][C:32]=12.[F:46][C:47]1[CH:52]=[C:51](B2OC(C)(C)C(C)(C)O2)[CH:50]=[CH:49][C:48]=1[C:62]([NH:65][C:66]([C:68]1[O:72]N=C(C(C)(C)C)[N:69]=1)=[O:67])([CH3:64])[CH3:63].P([O-])([O-])([O-])=O.[K+].[K+].[K+].C([O-])(=O)C.[Na+].C(#N)C, predict the reaction product. (3) The product is: [NH2:2][CH:3]([C:15]1[CH:20]=[CH:19][CH:18]=[CH:17][CH:16]=1)[CH2:4][CH2:5][CH2:6][NH:7][C:8](=[O:14])[O:9][C:10]([CH3:13])([CH3:11])[CH3:12]. Given the reactants O/[N:2]=[C:3](/[C:15]1[CH:20]=[CH:19][CH:18]=[CH:17][CH:16]=1)\[CH2:4][CH2:5][CH2:6][NH:7][C:8](=[O:14])[O:9][C:10]([CH3:13])([CH3:12])[CH3:11], predict the reaction product. (4) Given the reactants FC(F)(F)C(O)=O.[CH3:8][O:9][CH2:10][C@@H:11]([O:13][C:14]1[CH:15]=[C:16]([CH:32]=[C:33]([O:35][C:36]2[CH:41]=[CH:40][C:39]([S:42]([CH3:45])(=[O:44])=[O:43])=[CH:38][CH:37]=2)[CH:34]=1)[C:17]([NH:19][C:20]1[CH:24]=[CH:23][N:22](C(OC(C)(C)C)=O)[N:21]=1)=[O:18])[CH3:12], predict the reaction product. The product is: [CH3:8][O:9][CH2:10][C@@H:11]([O:13][C:14]1[CH:15]=[C:16]([CH:32]=[C:33]([O:35][C:36]2[CH:41]=[CH:40][C:39]([S:42]([CH3:45])(=[O:44])=[O:43])=[CH:38][CH:37]=2)[CH:34]=1)[C:17]([NH:19][C:20]1[CH:24]=[CH:23][NH:22][N:21]=1)=[O:18])[CH3:12]. (5) Given the reactants [CH2:1]([O:8][CH2:9][N:10]1[N:14]=[N:13][CH:12]=[N:11]1)[C:2]1[CH:7]=[CH:6][CH:5]=[CH:4][CH:3]=1.CN(C)CCN(C)C.C([Li])CCC.[Br:28]Br, predict the reaction product. The product is: [CH2:1]([O:8][CH2:9][N:10]1[N:14]=[N:13][C:12]([Br:28])=[N:11]1)[C:2]1[CH:3]=[CH:4][CH:5]=[CH:6][CH:7]=1. (6) The product is: [CH2:1]([O:8][C:9]1[CH:28]=[CH:27][C:12]([CH2:13][NH:14][C:15]([C:17]2[CH:18]=[C:19]3[C:24](=[CH:25][CH:26]=2)[N:23]=[CH:22][CH:21]=[CH:20]3)=[N:46][C:45]#[N:44])=[CH:11][CH:10]=1)[C:2]1[CH:7]=[CH:6][CH:5]=[CH:4][CH:3]=1. Given the reactants [CH2:1]([O:8][C:9]1[CH:28]=[CH:27][C:12]([CH2:13][NH:14][C:15]([C:17]2[CH:18]=[C:19]3[C:24](=[CH:25][CH:26]=2)[N:23]=[CH:22][CH:21]=[CH:20]3)=S)=[CH:11][CH:10]=1)[C:2]1[CH:7]=[CH:6][CH:5]=[CH:4][CH:3]=1.C1(C)C=CC=CC=1.C(Br)C1C=CC=CC=1.[N:44]#[C:45][NH2:46], predict the reaction product. (7) Given the reactants [CH:1]1([CH:7]([C:9]2[C:10]([CH:22]([CH3:24])[CH3:23])=[N:11][N:12]([C:14]3[CH:19]=[CH:18][C:17]([O:20][CH3:21])=[CH:16][CH:15]=3)[CH:13]=2)O)[CH2:6][CH2:5][CH2:4][CH2:3][CH2:2]1.[NH2:25][C:26]1[CH:31]=[CH:30][C:29]([C:32]([NH:34][CH2:35][CH2:36][C:37]([O:39]CC)=[O:38])=[O:33])=[CH:28][CH:27]=1, predict the reaction product. The product is: [CH:1]1([CH:7]([NH:25][C:26]2[CH:27]=[CH:28][C:29]([C:32]([NH:34][CH2:35][CH2:36][C:37]([OH:39])=[O:38])=[O:33])=[CH:30][CH:31]=2)[C:9]2[C:10]([CH:22]([CH3:24])[CH3:23])=[N:11][N:12]([C:14]3[CH:19]=[CH:18][C:17]([O:20][CH3:21])=[CH:16][CH:15]=3)[CH:13]=2)[CH2:6][CH2:5][CH2:4][CH2:3][CH2:2]1. (8) Given the reactants [C:1]([C:3]([CH3:27])([CH3:26])[C:4]1[CH:9]=[CH:8][C:7]([NH:10][C:11](=[O:25])[C:12]2[CH:17]=[C:16]([O:18][CH3:19])[C:15]([O:20][CH3:21])=[CH:14][C:13]=2[N+:22]([O-])=O)=[CH:6][CH:5]=1)#[N:2], predict the reaction product. The product is: [NH2:22][C:13]1[CH:14]=[C:15]([O:20][CH3:21])[C:16]([O:18][CH3:19])=[CH:17][C:12]=1[C:11]([NH:10][C:7]1[CH:8]=[CH:9][C:4]([C:3]([C:1]#[N:2])([CH3:27])[CH3:26])=[CH:5][CH:6]=1)=[O:25]. (9) Given the reactants [OH:1][C:2]([CH3:35])([CH3:34])[CH2:3][C@@:4]1([C:28]2[CH:33]=[CH:32][CH:31]=[CH:30][CH:29]=2)[O:9][C:8](=[O:10])[N:7]([C@H:11]([C:13]2[CH:18]=[CH:17][C:16](B3OC(C)(C)C(C)(C)O3)=[CH:15][CH:14]=2)[CH3:12])[CH2:6][CH2:5]1.Br[C:37]1[CH:42]=[N:41][C:40]([CH3:43])=[CH:39][N:38]=1, predict the reaction product. The product is: [OH:1][C:2]([CH3:34])([CH3:35])[CH2:3][C@@:4]1([C:28]2[CH:33]=[CH:32][CH:31]=[CH:30][CH:29]=2)[O:9][C:8](=[O:10])[N:7]([C@H:11]([C:13]2[CH:14]=[CH:15][C:16]([C:37]3[CH:42]=[N:41][C:40]([CH3:43])=[CH:39][N:38]=3)=[CH:17][CH:18]=2)[CH3:12])[CH2:6][CH2:5]1. (10) The product is: [CH2:21]([N:7]([CH:1]1[CH2:6][CH2:5][CH2:4][CH2:3][CH2:2]1)[C:8](=[O:20])[NH:9][C:10]1[S:11][C:12]([S:15][CH2:16][C:17]([OH:19])=[O:18])=[CH:13][N:14]=1)[CH2:22][CH2:23][CH3:24]. Given the reactants [CH:1]1([N:7]([CH2:21][CH2:22][C:23]2C=CC=C[CH:24]=2)[C:8](=[O:20])[NH:9][C:10]2[S:11][C:12]([S:15][CH2:16][C:17]([OH:19])=[O:18])=[CH:13][N:14]=2)[CH2:6][CH2:5][CH2:4][CH2:3][CH2:2]1.C(N)CCC.C1(=O)CCCCC1, predict the reaction product.